From a dataset of Forward reaction prediction with 1.9M reactions from USPTO patents (1976-2016). Predict the product of the given reaction. (1) Given the reactants [CH3:1][O:2][C:3]([C:5]1[C:6]([OH:30])=[C:7]2[C:12](=[C:13](Br)[N:14]=1)[N:11]([CH2:16][C:17]1[CH:22]=[CH:21][CH:20]=[CH:19][CH:18]=1)[C:10](=[O:23])[C:9]([C:24]1[CH:29]=[CH:28][CH:27]=[CH:26][CH:25]=1)=[CH:8]2)=[O:4].C([Sn](CCCC)(CCCC)[C:36]1[CH:41]=[CH:40][CH:39]=[CH:38][N:37]=1)CCC.CCOC(C)=O.Cl, predict the reaction product. The product is: [CH3:1][O:2][C:3]([C:5]1[C:6]([OH:30])=[C:7]2[C:12](=[C:13]([C:36]3[CH:41]=[CH:40][CH:39]=[CH:38][N:37]=3)[N:14]=1)[N:11]([CH2:16][C:17]1[CH:22]=[CH:21][CH:20]=[CH:19][CH:18]=1)[C:10](=[O:23])[C:9]([C:24]1[CH:29]=[CH:28][CH:27]=[CH:26][CH:25]=1)=[CH:8]2)=[O:4]. (2) Given the reactants [CH:1]([N:3]1[CH2:7][CH2:6][CH2:5][C:4]1=[O:8])=[CH2:2].[C:9]([OH:13])(=[O:12])[CH:10]=[CH2:11].N(C(C1NCCN=1)(C)C)=NC(C1NCCN=1)(C)C.SCCO, predict the reaction product. The product is: [CH:1]([N:3]1[CH2:7][CH2:6][CH2:5][C:4]1=[O:8])=[CH2:2].[C:9]([OH:13])(=[O:12])[CH:10]=[CH2:11]. (3) Given the reactants [O:1]1[CH2:6][CH:5]=[C:4]([C:7]2[CH:8]=[C:9]([C:13]3[CH:14]=[C:15]4[C:20](=[N:21][CH:22]=3)[N:19]([C:23]([NH2:25])=[O:24])[CH2:18][CH2:17][CH2:16]4)[CH:10]=[N:11][CH:12]=2)[CH2:3][CH2:2]1.C([O-])=O.[NH4+], predict the reaction product. The product is: [O:1]1[CH2:6][CH2:5][CH:4]([C:7]2[CH:8]=[C:9]([C:13]3[CH:14]=[C:15]4[C:20](=[N:21][CH:22]=3)[N:19]([C:23]([NH2:25])=[O:24])[CH2:18][CH2:17][CH2:16]4)[CH:10]=[N:11][CH:12]=2)[CH2:3][CH2:2]1. (4) The product is: [C:22]([O:26][C:27]1[CH:28]=[CH:29][C:30]([NH:31][C:11](=[O:13])[C:10]2[CH:14]=[C:15]([C:16]3[CH:17]=[N:18][CH:19]=[N:20][CH:21]=3)[C:7]([N:4]3[CH2:5][CH2:6][C@@H:2]([OH:1])[CH2:3]3)=[N:8][CH:9]=2)=[CH:32][CH:33]=1)([CH3:25])([CH3:23])[CH3:24]. Given the reactants [OH:1][C@@H:2]1[CH2:6][CH2:5][N:4]([C:7]2[C:15]([C:16]3[CH:17]=[N:18][CH:19]=[N:20][CH:21]=3)=[CH:14][C:10]([C:11]([OH:13])=O)=[CH:9][N:8]=2)[CH2:3]1.[C:22]([O:26][C:27]1[CH:33]=[CH:32][C:30]([NH2:31])=[CH:29][CH:28]=1)([CH3:25])([CH3:24])[CH3:23], predict the reaction product.